Dataset: Full USPTO retrosynthesis dataset with 1.9M reactions from patents (1976-2016). Task: Predict the reactants needed to synthesize the given product. (1) Given the product [Br:15][C:16]1[CH:21]=[CH:20][C:19]([O:22][C:3]2[N:2]([CH3:1])[C:6]3=[N:7][CH:8]=[CH:9][CH:10]=[C:5]3[N:4]=2)=[C:18]([F:23])[CH:17]=1, predict the reactants needed to synthesize it. The reactants are: [CH3:1][N:2]1[C:6]2=[N:7][CH:8]=[CH:9][CH:10]=[C:5]2[N:4]=[C:3]1S(C)(=O)=O.[Br:15][C:16]1[CH:21]=[CH:20][C:19]([OH:22])=[C:18]([F:23])[CH:17]=1.[H-].[Na+]. (2) The reactants are: C1(N2CCC3(CCNC3)C2)CC1.OC(C(F)(F)F)=O.[F:20][C:21]([F:37])([F:36])[CH2:22][NH:23][CH2:24][C:25]1[CH:26]=[C:27]2[C:32](=[CH:33][CH:34]=1)[C@H:31]([NH2:35])[CH2:30][CH2:29][CH2:28]2.FC(F)(F)CNCC1C=C2C(=CC=1)[C@H](NC(=O)OC(C)(C)C)CCC2. Given the product [F:20][C:21]([F:36])([F:37])[CH2:22][NH:23][CH2:24][C:25]1[CH:26]=[C:27]2[C:32](=[CH:33][CH:34]=1)[C@H:31]([NH2:35])[CH2:30][CH2:29][CH2:28]2, predict the reactants needed to synthesize it. (3) Given the product [CH3:11][C:10]1[CH:9]=[CH:8][N:7]=[CH:6][C:5]=1[C:3]1[N:24]=[C:23]([C:20]2[CH:19]=[CH:18][C:17](=[O:16])[NH:22][CH:21]=2)[S:25][CH:2]=1, predict the reactants needed to synthesize it. The reactants are: Br[CH2:2][C:3]([C:5]1[CH:6]=[N:7][CH:8]=[CH:9][C:10]=1[CH3:11])=O.C([O:16][C:17]1[N:22]=[CH:21][C:20]([C:23](=[S:25])[NH2:24])=[CH:19][CH:18]=1)(C)(C)C. (4) Given the product [CH3:29][C:28]1[S:30][CH:2]=[C:3]([C:5]2[N:6]=[N:7][C:8]([N:11]3[CH2:16][CH2:15][CH:14]([O:17][C:18]4[CH:23]=[CH:22][CH:21]=[CH:20][C:19]=4[C:24]([F:27])([F:26])[F:25])[CH2:13][CH2:12]3)=[CH:9][CH:10]=2)[N:31]=1, predict the reactants needed to synthesize it. The reactants are: Br[CH2:2][C:3]([C:5]1[N:6]=[N:7][C:8]([N:11]2[CH2:16][CH2:15][CH:14]([O:17][C:18]3[CH:23]=[CH:22][CH:21]=[CH:20][C:19]=3[C:24]([F:27])([F:26])[F:25])[CH2:13][CH2:12]2)=[CH:9][CH:10]=1)=O.[C:28]([NH2:31])(=[S:30])[CH3:29]. (5) Given the product [F:11][C:12]1[CH:13]=[N:14][C:15]([O:27][C:28]2[CH:33]=[CH:32][CH:31]=[C:30]([S:34][CH3:35])[CH:29]=2)=[C:16]([CH:26]=1)[C:17]([NH:19][CH:20]1[CH2:21][CH2:22][N:23]([C:4](=[O:6])[C:3]2[CH:7]=[CH:8][CH:9]=[CH:10][C:2]=2[OH:1])[CH2:24][CH2:25]1)=[O:18], predict the reactants needed to synthesize it. The reactants are: [OH:1][C:2]1[CH:10]=[CH:9][CH:8]=[CH:7][C:3]=1[C:4]([OH:6])=O.[F:11][C:12]1[CH:13]=[N:14][C:15]([O:27][C:28]2[CH:33]=[CH:32][CH:31]=[C:30]([S:34][CH3:35])[CH:29]=2)=[C:16]([CH:26]=1)[C:17]([NH:19][CH:20]1[CH2:25][CH2:24][NH:23][CH2:22][CH2:21]1)=[O:18].ON1C2C=CC=CC=2N=N1.CN1CCOCC1.Cl.CN(C)CCCN=C=NCC. (6) Given the product [CH:1]([S:14]([CH2:16][C:17]([OH:19])=[O:18])=[O:15])([C:8]1[CH:13]=[CH:12][CH:11]=[CH:10][CH:9]=1)[C:2]1[CH:3]=[CH:4][CH:5]=[CH:6][CH:7]=1, predict the reactants needed to synthesize it. The reactants are: [CH:1]([S:14]([CH2:16][C:17]([OH:19])=[O:18])=[O:15])([C:8]1[CH:13]=[CH:12][CH:11]=[CH:10][CH:9]=1)[C:2]1[CH:7]=[CH:6][CH:5]=[CH:4][CH:3]=1.CC(N)C1C=CC=CC=1.Cl. (7) Given the product [NH2:14][C:13]1[C:10](=[N:9][NH:8][C:3]2[CH:4]=[CH:5][CH:6]=[CH:7][C:2]=2[Br:1])[C:11]([NH2:12])=[N:30][N:29]=1, predict the reactants needed to synthesize it. The reactants are: [Br:1][C:2]1[CH:7]=[CH:6][CH:5]=[CH:4][C:3]=1[NH:8][N:9]=[C:10]([C:13]#[N:14])[C:11]#[N:12].BrC1C=CC=CC=1N.C(#N)CC#N.O.[NH2:29][NH2:30].